Dataset: Forward reaction prediction with 1.9M reactions from USPTO patents (1976-2016). Task: Predict the product of the given reaction. (1) Given the reactants [C:1]1([C:13]2[C:14]([OH:24])=[CH:15][CH:16]=[C:17]3[C:22]=2[CH:21]=[C:20]([OH:23])[CH:19]=[CH:18]3)[C:2]([OH:12])=[CH:3][CH:4]=[C:5]2[C:10]=1[CH:9]=[C:8]([OH:11])[CH:7]=[CH:6]2, predict the reaction product. The product is: [OH2:11].[C:13]1([C:1]2[C:2]([OH:12])=[CH:3][CH:4]=[C:5]3[C:10]=2[CH:9]=[C:8]([OH:11])[CH:7]=[CH:6]3)[C:14]([OH:24])=[CH:15][CH:16]=[C:17]2[C:22]=1[CH:21]=[C:20]([OH:23])[CH:19]=[CH:18]2. (2) Given the reactants [CH:1]1([NH2:4])[CH2:3][CH2:2]1.[NH:5]1[C:13]2[C:8](=[CH:9][C:10]([NH:14][C:15]3[C:16]4[S:23][C:22]([C:24]5[CH:31]=[CH:30][C:27]([CH:28]=O)=[CH:26][CH:25]=5)=[CH:21][C:17]=4[N:18]=[CH:19][N:20]=3)=[CH:11][CH:12]=2)[CH:7]=[CH:6]1, predict the reaction product. The product is: [CH:1]1([NH:4][CH2:28][C:27]2[CH:26]=[CH:25][C:24]([C:22]3[S:23][C:16]4[C:15]([NH:14][C:10]5[CH:9]=[C:8]6[C:13](=[CH:12][CH:11]=5)[NH:5][CH:6]=[CH:7]6)=[N:20][CH:19]=[N:18][C:17]=4[CH:21]=3)=[CH:31][CH:30]=2)[CH2:3][CH2:2]1. (3) Given the reactants [CH2:1]([O:3][C:4](=[O:19])[CH2:5][CH2:6][C:7]([C:10]1[CH:18]=[CH:17][C:13]([C:14]([OH:16])=O)=[CH:12][CH:11]=1)([CH3:9])[CH3:8])[CH3:2].[CH3:20][C:21]1[CH:22]=[CH:23][C:24]2[N:25]([CH:27]=[C:28]([NH2:30])[N:29]=2)[CH:26]=1, predict the reaction product. The product is: [CH3:9][C:7]([C:10]1[CH:11]=[CH:12][C:13]([C:14](=[O:16])[NH:30][C:28]2[N:29]=[C:24]3[CH:23]=[CH:22][C:21]([CH3:20])=[CH:26][N:25]3[CH:27]=2)=[CH:17][CH:18]=1)([CH3:8])[CH2:6][CH2:5][C:4]([O:3][CH2:1][CH3:2])=[O:19]. (4) Given the reactants [CH:1]([NH:4][S:5]([C:8]1[C:13]([Cl:14])=[CH:12][CH:11]=[C:10]([N+:15]([O-])=O)[C:9]=1[OH:18])(=[O:7])=[O:6])([CH3:3])[CH3:2].[H][H], predict the reaction product. The product is: [CH:1]([NH:4][S:5]([C:8]1[C:13]([Cl:14])=[CH:12][CH:11]=[C:10]([NH2:15])[C:9]=1[OH:18])(=[O:7])=[O:6])([CH3:3])[CH3:2]. (5) Given the reactants [NH:1]1[CH2:5][CH2:4][C:3]2([CH2:10][CH:9]3[CH2:11][CH2:12][N:6]2[CH2:7][CH2:8]3)[C:2]1=O.[H-].[Al+3].[Li+].[H-].[H-].[H-].CCOCC, predict the reaction product. The product is: [NH:1]1[CH2:5][CH2:4][C:3]2([CH2:10][CH:9]3[CH2:8][CH2:7][N:6]2[CH2:12][CH2:11]3)[CH2:2]1. (6) Given the reactants [Li+].[OH-].C([O:5][C:6]([C:8]1[C:9]([NH:23][C:24]2[CH:29]=[CH:28][C:27]([Br:30])=[CH:26][C:25]=2[F:31])=[CH:10][C:11](=[O:22])[N:12]2[C:16]=1[CH:15]1[O:17][C:18]([CH3:21])([CH3:20])[O:19][CH:14]1[CH2:13]2)=[O:7])C, predict the reaction product. The product is: [Br:30][C:27]1[CH:28]=[CH:29][C:24]([NH:23][C:9]2[C:8]([C:6]([OH:7])=[O:5])=[C:16]3[N:12]([CH2:13][CH:14]4[O:19][C:18]([CH3:20])([CH3:21])[O:17][CH:15]43)[C:11](=[O:22])[CH:10]=2)=[C:25]([F:31])[CH:26]=1.